Task: Predict the reactants needed to synthesize the given product.. Dataset: Full USPTO retrosynthesis dataset with 1.9M reactions from patents (1976-2016) (1) The reactants are: C[O:2][C:3]([C:5]1[CH:26]=[CH:25][C:8]2[C:9]3[N:10]=[C:11]([C:17]4[N:21]([CH:22]([CH3:24])[CH3:23])[CH:20]=[N:19][N:18]=4)[S:12][C:13]=3[CH2:14][CH2:15][O:16][C:7]=2[CH:6]=1)=O.[H-].[H-].[H-].[H-].[Li+].[Al+3]. Given the product [CH:22]([N:21]1[CH:20]=[N:19][N:18]=[C:17]1[C:11]1[S:12][C:13]2[CH2:14][CH2:15][O:16][C:7]3[CH:6]=[C:5]([CH2:3][OH:2])[CH:26]=[CH:25][C:8]=3[C:9]=2[N:10]=1)([CH3:24])[CH3:23], predict the reactants needed to synthesize it. (2) Given the product [CH3:22][C:23]1[C:31]2[C:26](=[CH:27][C:28]([CH3:32])=[CH:29][CH:30]=2)[NH:25][C:24]=1[CH:14]([C:15]1[CH:20]=[CH:19][CH:18]=[CH:17][CH:16]=1)[C:4]1[C:3](=[O:7])[C:2]([CH3:1])([C:8]2[CH:13]=[CH:12][CH:11]=[CH:10][CH:9]=2)[C:5]=1[OH:6], predict the reactants needed to synthesize it. The reactants are: [CH3:1][C:2]1([C:8]2[CH:13]=[CH:12][CH:11]=[CH:10][CH:9]=2)[C:5](=[O:6])[CH2:4][C:3]1=[O:7].[CH:14](=O)[C:15]1[CH:20]=[CH:19][CH:18]=[CH:17][CH:16]=1.[CH3:22][C:23]1[C:31]2[C:26](=[CH:27][C:28]([CH3:32])=[CH:29][CH:30]=2)[NH:25][CH:24]=1. (3) Given the product [CH3:1][O:2][C:3](=[O:12])[CH2:4][C:5]1[CH:10]=[CH:9][CH:8]=[CH:7][C:6]=1[NH:11][CH2:20][C:21]([O:23][C:24]([CH3:27])([CH3:26])[CH3:25])=[O:22], predict the reactants needed to synthesize it. The reactants are: [CH3:1][O:2][C:3](=[O:12])[CH2:4][C:5]1[CH:10]=[CH:9][CH:8]=[CH:7][C:6]=1[NH2:11].C(=O)([O-])[O-].[K+].[K+].Br[CH2:20][C:21]([O:23][C:24]([CH3:27])([CH3:26])[CH3:25])=[O:22]. (4) Given the product [Cl:7][C:8]1[CH:9]=[CH:10][C:11]2[N:12]([C:14]([C:25]3[CH:30]=[CH:29][N:28]=[C:27]([NH:31][C:5]([NH:4][CH:1]([CH3:3])[CH3:2])=[O:6])[CH:26]=3)=[C:15]([C:17]3[CH:22]=[CH:21][C:20]([F:23])=[C:19]([CH3:24])[CH:18]=3)[N:16]=2)[N:13]=1, predict the reactants needed to synthesize it. The reactants are: [CH:1]([N:4]=[C:5]=[O:6])([CH3:3])[CH3:2].[Cl:7][C:8]1[CH:9]=[CH:10][C:11]2[N:12]([C:14]([C:25]3[CH:30]=[CH:29][N:28]=[C:27]([NH2:31])[CH:26]=3)=[C:15]([C:17]3[CH:22]=[CH:21][C:20]([F:23])=[C:19]([CH3:24])[CH:18]=3)[N:16]=2)[N:13]=1. (5) Given the product [NH2:26][C:8]1[N:7]=[C:6]([O:5][CH2:1][CH2:2][CH2:3][CH3:4])[N:14]=[C:13]2[C:9]=1[NH:10][C:11](=[O:24])[N:12]2[CH2:15][CH2:16][CH2:17][CH:18]1[CH2:23][CH2:22][N:21]([CH:28]2[CH2:32][CH2:31][CH2:30][CH2:29]2)[CH2:20][CH2:19]1, predict the reactants needed to synthesize it. The reactants are: [CH2:1]([O:5][C:6]1[N:14]=[C:13]2[C:9]([N:10]=[C:11]([O:24]C)[N:12]2[CH2:15][CH2:16][CH2:17][CH:18]2[CH2:23][CH2:22][NH:21][CH2:20][CH2:19]2)=[C:8]([NH2:26])[N:7]=1)[CH2:2][CH2:3][CH3:4].I[CH:28]1[CH2:32][CH2:31][CH2:30][CH2:29]1. (6) The reactants are: Cl[C:2]1[N:11]=[CH:10][C:9]2[CH2:8][N:7]([C:12]3[C:17]([F:18])=[C:16]([O:19][CH3:20])[CH:15]=[C:14]([O:21][CH3:22])[C:13]=3[F:23])[C:6](=[O:24])[N:5]([CH2:25][CH:26]3[CH2:28][CH2:27]3)[C:4]=2[C:3]=1[C:29]#[N:30].C1C=CC(P(C2C=CC3C(=CC=CC=3)C=2C2C3C(=CC=CC=3)C=CC=2P(C2C=CC=CC=2)C2C=CC=CC=2)C2C=CC=CC=2)=CC=1.CC(C)([O-])C.[Na+].[C:83](=[NH:96])([C:90]1[CH:95]=[CH:94][CH:93]=[CH:92][CH:91]=1)[C:84]1[CH:89]=[CH:88][CH:87]=[CH:86][CH:85]=1. Given the product [CH:26]1([CH2:25][N:5]2[C:4]3[C:3]([C:29]#[N:30])=[C:2]([N:96]=[C:83]([C:84]4[CH:89]=[CH:88][CH:87]=[CH:86][CH:85]=4)[C:90]4[CH:95]=[CH:94][CH:93]=[CH:92][CH:91]=4)[N:11]=[CH:10][C:9]=3[CH2:8][N:7]([C:12]3[C:13]([F:23])=[C:14]([O:21][CH3:22])[CH:15]=[C:16]([O:19][CH3:20])[C:17]=3[F:18])[C:6]2=[O:24])[CH2:27][CH2:28]1, predict the reactants needed to synthesize it.